Predict the reaction yield, written as a fraction of the theoretical maximum amount of product (1.0 means a 100% yield; for example, 0.34 means a 34% yield). From a dataset of Reaction yield outcomes from USPTO patents with 853,638 reactions. The reactants are Cl[C:2]1[N:7]=[CH:6][N:5]([CH2:8][C:9]2[CH:14]=[CH:13][C:12]([Cl:15])=[CH:11][CH:10]=2)[C:4](=[O:16])[N:3]=1.[F:17][C:18]1[CH:23]=[CH:22][C:21]([N:24]2[CH2:28][CH2:27][CH:26]([OH:29])[CH2:25]2)=[CH:20][CH:19]=1. The catalyst is C(Cl)(Cl)Cl. The product is [Cl:15][C:12]1[CH:13]=[CH:14][C:9]([CH2:8][N:5]2[CH:6]=[N:7][C:2]([O:29][CH:26]3[CH2:27][CH2:28][N:24]([C:21]4[CH:22]=[CH:23][C:18]([F:17])=[CH:19][CH:20]=4)[CH2:25]3)=[N:3][C:4]2=[O:16])=[CH:10][CH:11]=1. The yield is 0.0400.